From a dataset of Full USPTO retrosynthesis dataset with 1.9M reactions from patents (1976-2016). Predict the reactants needed to synthesize the given product. (1) Given the product [CH2:4]([N:11]1[CH2:15][CH2:14][C:13]([C:29]2[CH:30]=[C:31]([Cl:36])[CH:32]=[C:33]([Cl:35])[CH:34]=2)([C:25]([F:28])([F:27])[F:26])[CH2:12]1)[C:5]1[CH:10]=[CH:9][CH:8]=[CH:7][CH:6]=1.[CH:5]([OH:37])([CH3:10])[CH3:4], predict the reactants needed to synthesize it. The reactants are: [Mg].[Cl-].[Li+].[CH2:4]([N:11]1[CH2:15][CH:14](S(C2C=CC=CC=2)(=O)=O)[C:13]([C:29]2[CH:34]=[C:33]([Cl:35])[CH:32]=[C:31]([Cl:36])[CH:30]=2)([C:25]([F:28])([F:27])[F:26])[CH2:12]1)[C:5]1[CH:10]=[CH:9][CH:8]=[CH:7][CH:6]=1.[OH-:37].[Na+]. (2) Given the product [F:1][C:2]1[CH:3]=[CH:4][C:5]2[CH:9]=[C:8]([C:10]([NH:12][C@@H:13]([CH2:17][C:18]3[CH:23]=[CH:22][CH:21]=[CH:20][CH:19]=3)[C:14]([OH:16])=[O:15])=[O:11])[S:7][C:6]=2[CH:24]=1, predict the reactants needed to synthesize it. The reactants are: [F:1][C:2]1[CH:3]=[CH:4][C:5]2[CH:9]=[C:8]([C:10]([NH:12][C@H:13]([CH2:17][C:18]3[CH:23]=[CH:22][CH:21]=[CH:20][CH:19]=3)[C:14]([OH:16])=[O:15])=[O:11])[S:7][C:6]=2[CH:24]=1.C(OC(=O)[C@H](CC1C=CC=CC=1)N)(C)(C)C. (3) Given the product [I:8][C:3]1[CH:4]=[N:5][CH:6]=[CH:7][C:2]=1[O:16][CH2:15][CH2:14][C:11]1[CH:12]=[CH:13][S:9][CH:10]=1, predict the reactants needed to synthesize it. The reactants are: Cl[C:2]1[CH:7]=[CH:6][N:5]=[CH:4][C:3]=1[I:8].[S:9]1[CH:13]=[CH:12][C:11]([CH2:14][CH2:15][OH:16])=[CH:10]1.O1CCCC1.CN(C)C=O.[H-].[Na+]. (4) Given the product [CH2:49]([C:2]1[C:14]([NH2:15])=[C:13]([CH2:35][CH:30]([CH3:25])[CH3:31])[C:5]2[O:6][C:7]3[CH:12]=[CH:11][CH:10]=[CH:9][C:8]=3[C:4]=2[CH:3]=1)[CH:50]([CH3:52])[CH3:51], predict the reactants needed to synthesize it. The reactants are: Br[C:2]1[C:14]([NH2:15])=[C:13](Br)[C:5]2[O:6][C:7]3[CH:12]=[CH:11][CH:10]=[CH:9][C:8]=3[C:4]=2[CH:3]=1.C1(P(C2CCCCC2)C2C=CC=C[C:25]=2[C:30]2[C:35](N(C)C)=CC=C[C:31]=2N(C)C)CCCCC1.[Br-].[CH2:49]([Zn+])[CH:50]([CH3:52])[CH3:51].O. (5) The reactants are: F[C:2]1[CH:9]=[C:8]([C:10]([F:13])([F:12])[F:11])[CH:7]=[CH:6][C:3]=1[C:4]#[N:5].[OH:14][C:15]1[C:16]([O:23][CH3:24])=[C:17]([CH:20]=[CH:21][CH:22]=1)[CH:18]=[O:19].C(=O)([O-])[O-].[Cs+].[Cs+].O. Given the product [CH:18]([C:17]1[C:16]([O:23][CH3:24])=[C:15]([CH:22]=[CH:21][CH:20]=1)[O:14][C:2]1[CH:9]=[C:8]([C:10]([F:13])([F:12])[F:11])[CH:7]=[CH:6][C:3]=1[C:4]#[N:5])=[O:19], predict the reactants needed to synthesize it. (6) Given the product [CH:15]1([N:14]([CH3:36])[CH2:13][CH2:12][NH:11][C:9](=[O:10])[C:8]2[CH:16]=[CH:17][C:5]([CH2:4][N:2]([CH3:3])[CH3:1])=[C:6]([O:18][C:19]3[CH:20]=[N:21][CH:22]=[CH:23][CH:24]=3)[CH:7]=2)[CH2:26][CH2:25]1, predict the reactants needed to synthesize it. The reactants are: [CH3:1][N:2]([CH2:4][C:5]1[CH:17]=[CH:16][C:8]([C:9]([NH:11][CH2:12][CH2:13][NH:14][CH3:15])=[O:10])=[CH:7][C:6]=1[O:18][C:19]1[CH:20]=[N:21][CH:22]=[CH:23][CH:24]=1)[CH3:3].[CH2:25](OC1(O[Si](C)(C)C)CC1)[CH3:26].[CH3:36]C(O)=O.[BH3-]C#N.[Na+]. (7) Given the product [C:1]([CH2:3][CH2:4][N:5]([C:13]1[CH:18]=[C:17]([CH3:19])[N:16]=[C:15]([N:33]2[CH:37]=[CH:36][N:35]=[CH:34]2)[N:14]=1)[CH2:6][C:7]([O:9][CH2:10][CH3:11])=[O:8])#[N:2], predict the reactants needed to synthesize it. The reactants are: [C:1]([CH2:3][CH2:4][NH:5][CH2:6][C:7]([O:9][CH2:10][CH3:11])=[O:8])#[N:2].Cl[C:13]1[CH:18]=[C:17]([CH3:19])[N:16]=[C:15](S(C)(=O)=O)[N:14]=1.C(N(C(C)C)CC)(C)C.[NH:33]1[CH:37]=[CH:36][N:35]=[CH:34]1. (8) Given the product [O-2:19].[Fe+2:21].[Fe:21].[C:22]([O-:41])(=[O:40])[CH2:23][CH2:24][CH2:25][CH2:26][CH2:27][CH2:28][CH2:29]/[CH:30]=[CH:31]\[CH2:32][CH2:33][CH2:34][CH2:35][CH2:36][CH2:37][CH2:38][CH3:39], predict the reactants needed to synthesize it. The reactants are: C(O)(=[O:19])CCCCCCC/C=C\CCCCCCCC.[Fe:21].[C:22]([O-:41])(=[O:40])[CH2:23][CH2:24][CH2:25][CH2:26][CH2:27][CH2:28][CH2:29]/[CH:30]=[CH:31]\[CH2:32][CH2:33][CH2:34][CH2:35][CH2:36][CH2:37][CH2:38][CH3:39].[Na+]. (9) The reactants are: [CH3:1][C:2]1[N:7]=[CH:6][N:5]=[C:4]([C:8]2[CH:9]=[C:10]3[C:14](=[CH:15][CH:16]=2)[C@H:13]([N:17]2[CH2:20][C:19]4([CH2:25][CH2:24][N:23](C(OC(C)(C)C)=O)[CH2:22][CH2:21]4)[CH2:18]2)[CH2:12][CH2:11]3)[CH:3]=1.[ClH:33]. Given the product [ClH:33].[ClH:33].[CH3:1][C:2]1[N:7]=[CH:6][N:5]=[C:4]([C:8]2[CH:9]=[C:10]3[C:14](=[CH:15][CH:16]=2)[C@H:13]([N:17]2[CH2:20][C:19]4([CH2:25][CH2:24][NH:23][CH2:22][CH2:21]4)[CH2:18]2)[CH2:12][CH2:11]3)[CH:3]=1, predict the reactants needed to synthesize it.